This data is from Full USPTO retrosynthesis dataset with 1.9M reactions from patents (1976-2016). The task is: Predict the reactants needed to synthesize the given product. (1) Given the product [NH2:1][C:2]1[N:3]([CH3:26])[C:4](=[O:25])[C:5]2([C:15]3[C:10](=[CH:11][CH:12]=[C:13]([C:31]4[CH:30]=[C:29]([CH:34]=[CH:33][CH:32]=4)[C:27]#[N:28])[CH:14]=3)[O:9][CH:8]([C:17]3[CH:22]=[CH:21][CH:20]=[C:19]([O:23][CH3:24])[CH:18]=3)[CH2:7]2)[N:6]=1, predict the reactants needed to synthesize it. The reactants are: [NH2:1][C:2]1[N:3]([CH3:26])[C:4](=[O:25])[C:5]2([C:15]3[C:10](=[CH:11][CH:12]=[C:13](Br)[CH:14]=3)[O:9][CH:8]([C:17]3[CH:22]=[CH:21][CH:20]=[C:19]([O:23][CH3:24])[CH:18]=3)[CH2:7]2)[N:6]=1.[C:27]([C:29]1[CH:34]=[CH:33][C:32](B(O)O)=[CH:31][CH:30]=1)#[N:28]. (2) Given the product [Br:14][C:15]1[C:24]([OH:25])=[C:23]([CH3:27])[CH:22]=[C:21]2[C:16]=1[CH:17]=[CH:18][C:19]([C:28]([F:29])([F:30])[F:31])=[N:20]2, predict the reactants needed to synthesize it. The reactants are: ClC1C=C2C(C=CC(C)=N2)=CC=1O.[Br:14][C:15]1[C:24]([O:25]C)=[C:23]([CH3:27])[CH:22]=[C:21]2[C:16]=1[CH:17]=[CH:18][C:19]([C:28]([F:31])([F:30])[F:29])=[N:20]2. (3) Given the product [Cl:1][C:2]1[CH:3]=[C:4]([CH2:17][N:18]2[C:22]([CH3:23])=[CH:21][C:20]([C:24]([NH:44][CH:42]([CH3:43])[CH3:41])=[O:25])=[N:19]2)[C:5]2[O:9][C:8]([C:10]3[CH:15]=[CH:14][CH:13]=[CH:12][CH:11]=3)=[CH:7][C:6]=2[CH:16]=1, predict the reactants needed to synthesize it. The reactants are: [Cl:1][C:2]1[CH:3]=[C:4]([CH2:17][N:18]2[C:22]([CH3:23])=[CH:21][C:20]([C:24](O)=[O:25])=[N:19]2)[C:5]2[O:9][C:8]([C:10]3[CH:15]=[CH:14][CH:13]=[CH:12][CH:11]=3)=[CH:7][C:6]=2[CH:16]=1.CCN=C=NCCCN(C)C.C1C=C[C:41]2N(O)N=[N:44][C:42]=2[CH:43]=1.CC(N)C.